From a dataset of Forward reaction prediction with 1.9M reactions from USPTO patents (1976-2016). Predict the product of the given reaction. (1) Given the reactants [CH2:1]([O:8][C:9]([N:11]1[CH2:16][CH2:15][CH:14]([OH:17])[CH:13]([NH:18][C:19]([C:21]2[CH:26]=[CH:25][CH:24]=[CH:23][N:22]=2)=[O:20])[CH2:12]1)=[O:10])[C:2]1[CH:7]=[CH:6][CH:5]=[CH:4][CH:3]=1.CC(OI1(OC(C)=O)(OC(C)=O)OC(=O)C2C=CC=CC1=2)=O, predict the reaction product. The product is: [CH2:1]([O:8][C:9]([N:11]1[CH2:16][CH2:15][C:14](=[O:17])[CH:13]([NH:18][C:19]([C:21]2[CH:26]=[CH:25][CH:24]=[CH:23][N:22]=2)=[O:20])[CH2:12]1)=[O:10])[C:2]1[CH:7]=[CH:6][CH:5]=[CH:4][CH:3]=1. (2) The product is: [Br:1][C:2]1[CH:10]=[CH:9][C:5]([CH2:6][OH:7])=[CH:4][C:3]=1[CH3:11]. Given the reactants [Br:1][C:2]1[CH:10]=[CH:9][C:5]([C:6](O)=[O:7])=[CH:4][C:3]=1[CH3:11], predict the reaction product. (3) The product is: [Cl:1][C:2]1[S:6][C:5]([C:7]([NH:9][C:10]2[CH:11]=[CH:12][CH:13]=[C:14]3[C:18]=2[C:17](=[O:19])[N:29]([CH2:28][CH2:27][CH:23]2[CH2:24][CH2:25][CH2:26][N:22]2[CH3:21])[C:15]3=[O:20])=[O:8])=[CH:4][CH:3]=1. Given the reactants [Cl:1][C:2]1[S:6][C:5]([C:7]([NH:9][C:10]2[C:18]3[C:17](=[O:19])O[C:15](=[O:20])[C:14]=3[CH:13]=[CH:12][CH:11]=2)=[O:8])=[CH:4][CH:3]=1.[CH3:21][N:22]1[CH2:26][CH2:25][CH2:24][CH:23]1[CH2:27][CH2:28][NH2:29], predict the reaction product. (4) Given the reactants [CH2:1]([C:3]([F:22])([CH2:20][CH3:21])[CH2:4][N:5]1[CH2:10][CH2:9][CH:8]([CH2:11][O:12][C:13]2[CH:18]=[N:17][C:16](I)=[CH:15][N:14]=2)[CH2:7][CH2:6]1)[CH3:2].[CH3:23][O:24][C:25]([C:27]1[CH:32]=[CH:31][C:30](B(O)O)=[CH:29][CH:28]=1)=[O:26].C([O-])([O-])=O.[Cs+].[Cs+], predict the reaction product. The product is: [CH2:1]([C:3]([F:22])([CH2:20][CH3:21])[CH2:4][N:5]1[CH2:10][CH2:9][CH:8]([CH2:11][O:12][C:13]2[N:14]=[CH:15][C:16]([C:30]3[CH:31]=[CH:32][C:27]([C:25]([O:24][CH3:23])=[O:26])=[CH:28][CH:29]=3)=[N:17][CH:18]=2)[CH2:7][CH2:6]1)[CH3:2].